Task: Regression. Given a peptide amino acid sequence and an MHC pseudo amino acid sequence, predict their binding affinity value. This is MHC class II binding data.. Dataset: Peptide-MHC class II binding affinity with 134,281 pairs from IEDB (1) The peptide sequence is AWRREHKDLDKLNHYSFGDV. The MHC is DRB1_0901 with pseudo-sequence DRB1_0901. The binding affinity (normalized) is 0.127. (2) The peptide sequence is ITQFILEHRAKGSCKYALPLRIPPSACLSPQ. The MHC is DRB3_0101 with pseudo-sequence DRB3_0101. The binding affinity (normalized) is 0.0641. (3) The peptide sequence is IIELFTAKGFTVQEM. The MHC is HLA-DQA10401-DQB10402 with pseudo-sequence HLA-DQA10401-DQB10402. The binding affinity (normalized) is 0.441. (4) The MHC is HLA-DQA10501-DQB10301 with pseudo-sequence HLA-DQA10501-DQB10301. The binding affinity (normalized) is 0. The peptide sequence is AAATAGTTVYGAFAT. (5) The peptide sequence is QVAFSYFPPPAAKED. The MHC is DRB1_1001 with pseudo-sequence DRB1_1001. The binding affinity (normalized) is 0.657. (6) The peptide sequence is QVESTAGSLQGQWRG. The MHC is DRB1_0701 with pseudo-sequence DRB1_0701. The binding affinity (normalized) is 0.140. (7) The binding affinity (normalized) is 0.631. The peptide sequence is NPFFAVTALTIAYLVKK. The MHC is DRB1_1301 with pseudo-sequence DRB1_1301.